From a dataset of Experimentally validated miRNA-target interactions with 360,000+ pairs, plus equal number of negative samples. Binary Classification. Given a miRNA mature sequence and a target amino acid sequence, predict their likelihood of interaction. The protein sequence of the target gene is MAVFKTTLWRLISGTLGIICLSLMSTLGILLKNSFTKLSIEPAFTPGPNIELQKDSDCCSCQEKWVGYRCNCYFISSEQKTWNESRHLCASQKSSLLQLQNTDELDFMSSSQQFYWIGLSYSEEHTAWLWENGSALSQYLFPSFETFNTKNCIAYNPNGNALDESCEDKNRYICKQQLI. The miRNA is hsa-miR-20b-5p with sequence CAAAGUGCUCAUAGUGCAGGUAG. Result: 1 (interaction).